Dataset: Reaction yield outcomes from USPTO patents with 853,638 reactions. Task: Predict the reaction yield, written as a fraction of the theoretical maximum amount of product (1.0 means a 100% yield; for example, 0.34 means a 34% yield). (1) The reactants are [CH3:1][C:2]1[CH:3]=[C:4]([CH:6]=[C:7](B2OC(C)(C)C(C)(C)O2)[CH:8]=1)[NH2:5].Br[C:19]1[S:23][C:22]([N:24]2[CH2:30][CH2:29][CH2:28][NH:27][C:26](=[O:31])[CH2:25]2)=[N:21][CH:20]=1.CC(C1C=C(C(C)C)C(C2C=CC=CC=2P(C2CCCCC2)C2CCCCC2)=C(C(C)C)C=1)C.C(=O)([O-])[O-].[Cs+].[Cs+]. The catalyst is C(OCC)(=O)C.C1C=CC(/C=C/C(/C=C/C2C=CC=CC=2)=O)=CC=1.C1C=CC(/C=C/C(/C=C/C2C=CC=CC=2)=O)=CC=1.C1C=CC(/C=C/C(/C=C/C2C=CC=CC=2)=O)=CC=1.[Pd].[Pd].CO. The product is [NH2:5][C:4]1[CH:6]=[C:7]([C:19]2[S:23][C:22]([N:24]3[CH2:30][CH2:29][CH2:28][NH:27][C:26](=[O:31])[CH2:25]3)=[N:21][CH:20]=2)[CH:8]=[C:2]([CH3:1])[CH:3]=1. The yield is 0.450. (2) The reactants are Cl.[CH3:2][NH:3][CH2:4][CH2:5][CH2:6][C:7]([OH:9])=[O:8].C(N(CC)CC)C.[C:17]([O:21][C:22](O[C:22]([O:21][C:17]([CH3:20])([CH3:19])[CH3:18])=[O:23])=[O:23])([CH3:20])([CH3:19])[CH3:18].Cl. The yield is 1.00. The product is [C:17]([O:21][C:22]([CH2:2][NH:3][CH2:4][CH2:5][CH2:6][C:7]([OH:9])=[O:8])=[O:23])([CH3:20])([CH3:19])[CH3:18]. The catalyst is C(Cl)Cl.O. (3) The reactants are Cl[CH:2]1[NH:6][C:5]2=[C:7]([C:12]([O:14][CH3:15])=[O:13])[CH:8]=[CH:9][C:10]([F:11])=[C:4]2[O:3]1.[N+:16](C1C=CC=CC=1O)([O-])=O.C([O-])([O-])=O.[K+].[K+]. The catalyst is C1COCC1. The product is [NH2:16][C:2]1[O:3][C:4]2[C:5](=[C:7]([C:12]([O:14][CH3:15])=[O:13])[CH:8]=[CH:9][C:10]=2[F:11])[N:6]=1. The yield is 0.260. (4) The reactants are [NH2:1][C:2]1[CH:29]=[CH:28][C:5]([O:6][C:7]2[CH:12]=[CH:11][N:10]=[C:9]([NH:13][C:14]([N:16]3[CH2:21][CH2:20][N:19]([CH2:22][CH2:23][N:24]4[CH2:27][CH2:26][CH2:25]4)[CH2:18][CH2:17]3)=[O:15])[CH:8]=2)=[CH:4][CH:3]=1.[C@]12(CS(O)(=O)=O)C(C)(C)C(CC1)CC2=O.[F:45][C:46]1[CH:51]=[CH:50][C:49]([CH2:52][C:53]([N:55]=[C:56]=[S:57])=[O:54])=[CH:48][CH:47]=1.C(OCC)C. The catalyst is C(O)C.C1(C)C=CC=CC=1.CCCCCC. The product is [F:45][C:46]1[CH:47]=[CH:48][C:49]([CH2:52][C:53]([NH:55][C:56](=[S:57])[NH:1][C:2]2[CH:3]=[CH:4][C:5]([O:6][C:7]3[CH:12]=[CH:11][N:10]=[C:9]([NH:13][C:14]([N:16]4[CH2:21][CH2:20][N:19]([CH2:22][CH2:23][N:24]5[CH2:27][CH2:26][CH2:25]5)[CH2:18][CH2:17]4)=[O:15])[CH:8]=3)=[CH:28][CH:29]=2)=[O:54])=[CH:50][CH:51]=1. The yield is 0.362. (5) The reactants are [CH3:1][O:2][C:3]1[CH:4]=[C:5]2[C:10](=[CH:11][C:12]=1[O:13][CH2:14][C@H:15]1[CH2:17][O:16]1)[N:9]=[CH:8][N:7]=[C:6]2[O:18][C:19]1[CH:20]=[C:21]2[C:25](=[CH:26][CH:27]=1)[NH:24][CH:23]=[C:22]2[CH3:28].[NH2:29][CH2:30][CH2:31][CH2:32][N:33]1[CH2:38][CH2:37][O:36][CH2:35][CH2:34]1. The catalyst is CN(C=O)C. The product is [OH:16][C@H:15]([CH2:17][NH:29][CH2:30][CH2:31][CH2:32][N:33]1[CH2:38][CH2:37][O:36][CH2:35][CH2:34]1)[CH2:14][O:13][C:12]1[CH:11]=[C:10]2[C:5]([C:6]([O:18][C:19]3[CH:20]=[C:21]4[C:25](=[CH:26][CH:27]=3)[NH:24][CH:23]=[C:22]4[CH3:28])=[N:7][CH:8]=[N:9]2)=[CH:4][C:3]=1[O:2][CH3:1]. The yield is 0.460.